This data is from Catalyst prediction with 721,799 reactions and 888 catalyst types from USPTO. The task is: Predict which catalyst facilitates the given reaction. Reactant: [F:1][C:2]1[C:3]([N+:11]([O-:13])=[O:12])=[C:4]([CH:7]=[C:8]([F:10])[CH:9]=1)[NH:5][CH3:6].C1C(=O)N([Cl:21])C(=O)C1. Product: [Cl:21][C:7]1[C:8]([F:10])=[CH:9][C:2]([F:1])=[C:3]([N+:11]([O-:13])=[O:12])[C:4]=1[NH:5][CH3:6]. The catalyst class is: 290.